Dataset: Full USPTO retrosynthesis dataset with 1.9M reactions from patents (1976-2016). Task: Predict the reactants needed to synthesize the given product. (1) Given the product [F:13][C:6]1[CH:7]=[C:8]([C:11]#[N:12])[CH:9]=[C:10]2[C:5]=1[N:4]([C:14]([C:27]1[CH:32]=[CH:31][CH:30]=[CH:29][CH:28]=1)([C:21]1[CH:26]=[CH:25][CH:24]=[CH:23][CH:22]=1)[C:15]1[CH:20]=[CH:19][CH:18]=[CH:17][CH:16]=1)[N:3]=[C:2]2[CH:33]=[CH2:34], predict the reactants needed to synthesize it. The reactants are: Br[C:2]1[C:10]2[C:5](=[C:6]([F:13])[CH:7]=[C:8]([C:11]#[N:12])[CH:9]=2)[N:4]([C:14]([C:27]2[CH:32]=[CH:31][CH:30]=[CH:29][CH:28]=2)([C:21]2[CH:26]=[CH:25][CH:24]=[CH:23][CH:22]=2)[C:15]2[CH:20]=[CH:19][CH:18]=[CH:17][CH:16]=2)[N:3]=1.[CH:33]([Sn](CCCC)(CCCC)CCCC)=[CH2:34]. (2) Given the product [O:1]1[C:5]2[CH:6]=[CH:7][C:8]([C:10]3[S:11][CH:12]=[C:13]([C:15]([NH:28][C:26]4[NH:25][C:24]5[CH:29]=[CH:30][C:21]([O:20][CH3:19])=[CH:22][C:23]=5[N:27]=4)=[O:17])[N:14]=3)=[CH:9][C:4]=2[CH2:3][CH2:2]1, predict the reactants needed to synthesize it. The reactants are: [O:1]1[C:5]2[CH:6]=[CH:7][C:8]([C:10]3[S:11][CH:12]=[C:13]([C:15]([OH:17])=O)[N:14]=3)=[CH:9][C:4]=2[CH2:3][CH2:2]1.Br.[CH3:19][O:20][C:21]1[CH:30]=[CH:29][C:24]2[NH:25][C:26]([NH2:28])=[N:27][C:23]=2[CH:22]=1.F[P-](F)(F)(F)(F)F.N1(OC(N(C)C)=[N+](C)C)C2C=CC=CC=2N=N1.C(N(CC)C(C)C)(C)C. (3) Given the product [C:7]([N:5]1[CH:6]=[C:2]([B:20]2[O:24][C:23]([CH3:26])([CH3:25])[C:22]([CH3:28])([CH3:27])[O:21]2)[CH:3]=[N:4]1)([CH3:10])([CH3:9])[CH3:8], predict the reactants needed to synthesize it. The reactants are: Br[C:2]1[CH:3]=[N:4][N:5]([C:7]([CH3:10])([CH3:9])[CH3:8])[CH:6]=1.[Li+].CCC[CH2-].C(O[B:20]1[O:24][C:23]([CH3:26])([CH3:25])[C:22]([CH3:28])([CH3:27])[O:21]1)(C)C. (4) Given the product [NH2:8][C@@H:9]([C:46]([CH3:47])([CH3:49])[CH3:48])[C:10]([N:12]1[C@H:21]([C:22]([N:24]([CH2:35][C:36]2[CH:45]=[CH:44][C:39]([C:40]([O:42][CH3:43])=[O:41])=[CH:38][CH:37]=2)[C@@H:25]([C:27]2[CH:32]=[CH:31][CH:30]=[C:29]([F:33])[C:28]=2[F:34])[CH3:26])=[O:23])[CH2:20][C:19]2[C:14](=[CH:15][CH:16]=[CH:17][CH:18]=2)[CH2:13]1)=[O:11], predict the reactants needed to synthesize it. The reactants are: C(OC([NH:8][C@@H:9]([C:46]([CH3:49])([CH3:48])[CH3:47])[C:10]([N:12]1[C@H:21]([C:22]([N:24]([CH2:35][C:36]2[CH:45]=[CH:44][C:39]([C:40]([O:42][CH3:43])=[O:41])=[CH:38][CH:37]=2)[C@@H:25]([C:27]2[CH:32]=[CH:31][CH:30]=[C:29]([F:33])[C:28]=2[F:34])[CH3:26])=[O:23])[CH2:20][C:19]2[C:14](=[CH:15][CH:16]=[CH:17][CH:18]=2)[CH2:13]1)=[O:11])=O)(C)(C)C.C(O)(C(F)(F)F)=O. (5) Given the product [ClH:32].[F:17][C:15]1[CH:14]=[CH:13][C:12]([NH:18][C:30]([CH:29]2[CH2:28][CH2:27][N:26]([C:23]3[CH:22]=[CH:21][N:20]=[CH:25][CH:24]=3)[CH2:34][CH2:33]2)=[O:31])=[C:11]([CH:16]=1)[C:10]([NH:9][C:6]1[CH:7]=[CH:8][C:3]([O:2][CH3:1])=[CH:4][CH:5]=1)=[O:19], predict the reactants needed to synthesize it. The reactants are: [CH3:1][O:2][C:3]1[CH:8]=[CH:7][C:6]([NH:9][C:10](=[O:19])[C:11]2[CH:16]=[C:15]([F:17])[CH:14]=[CH:13][C:12]=2[NH2:18])=[CH:5][CH:4]=1.[N:20]1[CH:25]=[CH:24][C:23]([N:26]2[CH2:34][CH2:33][CH:29]([C:30]([Cl:32])=[O:31])[CH2:28][CH2:27]2)=[CH:22][CH:21]=1.